Dataset: hERG potassium channel inhibition data for cardiac toxicity prediction from Karim et al.. Task: Regression/Classification. Given a drug SMILES string, predict its toxicity properties. Task type varies by dataset: regression for continuous values (e.g., LD50, hERG inhibition percentage) or binary classification for toxic/non-toxic outcomes (e.g., AMES mutagenicity, cardiotoxicity, hepatotoxicity). Dataset: herg_karim. (1) The compound is NCC(=O)N1CCN(c2cnc3cc(C(F)(F)F)cc(NCc4cccc([N+](=O)[O-])c4)c3c2)CC1. The result is 0 (non-blocker). (2) The molecule is O=C(O)[C@@H](CC1CCC1)N1CC(CN2CCC(c3cnc4ccc(C(F)(F)F)cn34)CC2)[C@@H](c2cccc(F)c2)C1. The result is 0 (non-blocker).